Dataset: Buchwald-Hartwig C-N cross coupling reaction yields with 55,370 reactions. Task: Predict the reaction yield, written as a fraction of the theoretical maximum amount of product (1.0 means a 100% yield; for example, 0.34 means a 34% yield). (1) The yield is 0.347. No catalyst specified. The product is COc1ccc(Nc2ccc(C)cc2)cc1. The reactants are COc1ccc(Br)cc1.Cc1ccc(N)cc1.O=S(=O)(O[Pd]1c2ccccc2-c2ccccc2N~1)C(F)(F)F.COc1ccc(OC)c(P(C(C)(C)C)C(C)(C)C)c1-c1c(C(C)C)cc(C(C)C)cc1C(C)C.CN(C)C(=NC(C)(C)C)N(C)C.Cc1cc(-c2ccccc2)on1. (2) The reactants are Clc1ccccn1.Cc1ccc(N)cc1.O=S(=O)(O[Pd]1c2ccccc2-c2ccccc2N~1)C(F)(F)F.COc1ccc(OC)c(P(C(C)(C)C)C(C)(C)C)c1-c1c(C(C)C)cc(C(C)C)cc1C(C)C.CN(C)C(=NC(C)(C)C)N(C)C.COC(=O)c1cc(-c2cccs2)on1. No catalyst specified. The product is Cc1ccc(Nc2ccccn2)cc1. The yield is 0.580. (3) The reactants are COc1ccc(Br)cc1.Cc1ccc(N)cc1.O=S(=O)(O[Pd]1c2ccccc2-c2ccccc2N~1)C(F)(F)F.COc1ccc(OC)c(P(C(C)(C)C)C(C)(C)C)c1-c1c(C(C)C)cc(C(C)C)cc1C(C)C.CN(C)C(=NC(C)(C)C)N(C)C.CCOC(=O)c1cc(OC)no1. No catalyst specified. The product is COc1ccc(Nc2ccc(C)cc2)cc1. The yield is 0.259. (4) The reactants are CCc1ccc(Cl)cc1.Cc1ccc(N)cc1.O=S(=O)(O[Pd]1c2ccccc2-c2ccccc2N~1)C(F)(F)F.COc1ccc(OC)c(P([C@]23C[C@H]4C[C@H](C[C@H](C4)C2)C3)[C@]23C[C@H]4C[C@H](C[C@H](C4)C2)C3)c1-c1c(C(C)C)cc(C(C)C)cc1C(C)C.CN(C)C(=NC(C)(C)C)N(C)C.CCOC(=O)c1ccon1. No catalyst specified. The product is CCc1ccc(Nc2ccc(C)cc2)cc1. The yield is 0.0116. (5) The reactants are CCc1ccc(I)cc1.Cc1ccc(N)cc1.O=S(=O)(O[Pd]1c2ccccc2-c2ccccc2N~1)C(F)(F)F.COc1ccc(OC)c(P([C@]23C[C@H]4C[C@H](C[C@H](C4)C2)C3)[C@]23C[C@H]4C[C@H](C[C@H](C4)C2)C3)c1-c1c(C(C)C)cc(C(C)C)cc1C(C)C.CN1CCCN2CCCN=C12.CCOC(=O)c1cc(C)no1. No catalyst specified. The product is CCc1ccc(Nc2ccc(C)cc2)cc1. The yield is 0.859.